This data is from Forward reaction prediction with 1.9M reactions from USPTO patents (1976-2016). The task is: Predict the product of the given reaction. (1) The product is: [CH2:46]([O:48][C:49](=[O:63])[CH2:50][O:51][C:52]1[CH:57]=[CH:56][C:55]([S:58][CH2:8][CH:7]=[C:6]([C:10]2[O:11][CH:12]=[CH:13][CH:14]=2)[C:2]2[O:1][CH:5]=[CH:4][CH:3]=2)=[CH:54][C:53]=1[C:59]([F:60])([F:61])[F:62])[CH3:47]. Given the reactants [O:1]1[CH:5]=[CH:4][CH:3]=[C:2]1[C:6]([C:10]1[O:11][CH:12]=[CH:13][CH:14]=1)=[CH:7][CH2:8]O.C1(P(C2C=CC=CC=2)C2C=CC=CC=2)C=CC=CC=1.CCOC(/N=N/C(OCC)=O)=O.[CH2:46]([O:48][C:49](=[O:63])[CH2:50][O:51][C:52]1[CH:57]=[CH:56][C:55]([SH:58])=[CH:54][C:53]=1[C:59]([F:62])([F:61])[F:60])[CH3:47], predict the reaction product. (2) The product is: [Cl:10][C:11]1[CH:12]=[CH:13][C:14]([N:44]2[CH:48]=[C:47]([C:49]([F:51])([F:50])[F:52])[N:46]=[N:45]2)=[C:15]([C:17]2[N:18]=[CH:19][N:20]([C@@H:24]3[C:40]4[CH:41]=[C:36]([CH:37]=[CH:38][N:39]=4)[C:35]4[C:31](=[CH:32][N:33]([C:2]5[CH:7]=[CH:6][N:5]=[C:4]([O:8][CH3:9])[CH:3]=5)[N:34]=4)[NH:30][C:29](=[O:42])[C@H:28]([CH3:43])[CH2:27][CH2:26][CH2:25]3)[C:21](=[O:23])[CH:22]=2)[CH:16]=1. Given the reactants I[C:2]1[CH:7]=[CH:6][N:5]=[C:4]([O:8][CH3:9])[CH:3]=1.[Cl:10][C:11]1[CH:12]=[CH:13][C:14]([N:44]2[CH:48]=[C:47]([C:49]([F:52])([F:51])[F:50])[N:46]=[N:45]2)=[C:15]([C:17]2[N:18]=[CH:19][N:20]([C@@H:24]3[C:40]4[CH:41]=[C:36]([CH:37]=[CH:38][N:39]=4)[C:35]4[NH:34][N:33]=[CH:32][C:31]=4[NH:30][C:29](=[O:42])[C@H:28]([CH3:43])[CH2:27][CH2:26][CH2:25]3)[C:21](=[O:23])[CH:22]=2)[CH:16]=1, predict the reaction product. (3) The product is: [Br:1][C:2]1[CH:11]=[C:10]2[C:5]([C:6]3[CH:16]=[CH:15][C:14]([Br:17])=[CH:13][C:7]=3[CH2:8][O:9]2)=[CH:4][CH:3]=1. Given the reactants [Br:1][C:2]1[CH:11]=[C:10]2[C:5]([C:6]3[CH:16]=[CH:15][C:14]([Br:17])=[CH:13][C:7]=3[C:8](=O)[O:9]2)=[CH:4][CH:3]=1.[Li+].[BH4-], predict the reaction product. (4) Given the reactants [Cl:1][C:2]1[CH:7]=[CH:6][C:5]([C:8]2[S:16][C:15]3[C:14](=[O:17])[N:13]([CH2:18][C:19]4[N:24]=[C:23]([O:25][CH:26]5[CH2:31][CH2:30][N:29](C(OC(C)(C)C)=O)[CH2:28][CH2:27]5)[CH:22]=[CH:21][CH:20]=4)[CH:12]=[N:11][C:10]=3[CH:9]=2)=[CH:4][CH:3]=1.C(O)(C(F)(F)F)=O.C([O-])([O-])=O.[Na+].[Na+], predict the reaction product. The product is: [Cl:1][C:2]1[CH:3]=[CH:4][C:5]([C:8]2[S:16][C:15]3[C:14](=[O:17])[N:13]([CH2:18][C:19]4[CH:20]=[CH:21][CH:22]=[C:23]([O:25][CH:26]5[CH2:27][CH2:28][NH:29][CH2:30][CH2:31]5)[N:24]=4)[CH:12]=[N:11][C:10]=3[CH:9]=2)=[CH:6][CH:7]=1. (5) Given the reactants C[O:2][C:3](=[O:22])[C:4]1[CH:9]=[C:8]([CH:10]2[CH2:15][CH2:14][O:13][CH2:12][CH2:11]2)[C:7]([O:16][CH2:17][C:18]([F:21])([F:20])[F:19])=[N:6][CH:5]=1.O1CCCC1.[OH-].[Li+].Cl, predict the reaction product. The product is: [O:13]1[CH2:14][CH2:15][CH:10]([C:8]2[C:7]([O:16][CH2:17][C:18]([F:21])([F:19])[F:20])=[N:6][CH:5]=[C:4]([CH:9]=2)[C:3]([OH:22])=[O:2])[CH2:11][CH2:12]1.